From a dataset of Forward reaction prediction with 1.9M reactions from USPTO patents (1976-2016). Predict the product of the given reaction. (1) The product is: [NH2:48][C:42]1[C:43]([NH:47][C:13](=[O:15])[CH2:12][CH2:11][C:2]2[CH:3]=[N:4][C:5]3[C:10](=[CH:9][CH:8]=[CH:7][CH:6]=3)[N:1]=2)=[CH:44][CH:45]=[C:46]2[C:41]=1[CH:40]=[CH:39][CH:38]=[N:37]2.[NH2:47][C:43]1[C:42]([NH:48][C:13](=[O:14])[CH2:12][CH2:11][C:2]2[CH:3]=[N:4][C:5]3[C:10](=[CH:9][CH:8]=[CH:7][CH:6]=3)[N:1]=2)=[C:41]2[C:46](=[CH:45][CH:44]=1)[N:37]=[CH:38][CH:39]=[CH:40]2. Given the reactants [N:1]1[C:10]2[C:5](=[CH:6][CH:7]=[CH:8][CH:9]=2)[N:4]=[CH:3][C:2]=1[CH2:11][CH2:12][C:13]([OH:15])=[O:14].C1C=CC2N(O)N=NC=2C=1.CCN=C=NCCCN(C)C.[N:37]1[C:46]2[C:41](=[C:42]([NH2:48])[C:43]([NH2:47])=[CH:44][CH:45]=2)[CH:40]=[CH:39][CH:38]=1, predict the reaction product. (2) Given the reactants [NH2:1][CH:2]([C:4]1[N:9]=[N:8][C:7]([NH:10][C:11]2[CH:16]=[C:15]([O:17][CH3:18])[C:14]([O:19][CH3:20])=[C:13]([O:21][CH3:22])[CH:12]=2)=[N:6][CH:5]=1)[CH3:3].C(N(CC)CC)C.[N+:30]([C:33]1[CH:41]=[CH:40][CH:39]=[CH:38][C:34]=1[C:35](Cl)=[O:36])([O-:32])=[O:31], predict the reaction product. The product is: [N+:30]([C:33]1[CH:41]=[CH:40][CH:39]=[CH:38][C:34]=1[C:35]([NH:1][CH:2]([C:4]1[N:9]=[N:8][C:7]([NH:10][C:11]2[CH:12]=[C:13]([O:21][CH3:22])[C:14]([O:19][CH3:20])=[C:15]([O:17][CH3:18])[CH:16]=2)=[N:6][CH:5]=1)[CH3:3])=[O:36])([O-:32])=[O:31]. (3) Given the reactants [Br:1][C:2]1[CH:11]=[C:10]2[C:5]([C:6](=O)[NH:7][CH:8]=[N:9]2)=[CH:4][CH:3]=1.O=P(Cl)(Cl)[Cl:15], predict the reaction product. The product is: [Br:1][C:2]1[CH:11]=[C:10]2[C:5]([C:6]([Cl:15])=[N:7][CH:8]=[N:9]2)=[CH:4][CH:3]=1. (4) Given the reactants F[C:2]1[C:7]([C:8]([OH:10])=[O:9])=[C:6]([I:11])[C:5]([CH3:12])=[CH:4][CH:3]=1.[F:13]C1C(C)=C(C=CC=1)N, predict the reaction product. The product is: [F:13][C:4]1[CH:3]=[CH:2][C:7]([C:8]([OH:10])=[O:9])=[C:6]([I:11])[C:5]=1[CH3:12]. (5) Given the reactants [Br:1][C:2]1[C:3]([CH:9]=[O:10])=[CH:4][C:5]([Cl:8])=[N:6][CH:7]=1.[CH2:11](O)[CH2:12][OH:13], predict the reaction product. The product is: [Br:1][C:2]1[C:3]([CH:9]2[O:13][CH2:12][CH2:11][O:10]2)=[CH:4][C:5]([Cl:8])=[N:6][CH:7]=1. (6) Given the reactants [C:1]1([C:7]2[CH:16]=[CH:15][C:14]3[C:9](=[CH:10][C:11]([C:17]4[N:18]=[C:19]([CH2:27][CH:28]5[CH2:33][CH2:32][NH:31][CH2:30][CH2:29]5)[N:20]5[CH:25]=[CH:24][N:23]=[C:22]([NH2:26])[C:21]=45)=[CH:12][CH:13]=3)[N:8]=2)[CH:6]=[CH:5][CH:4]=[CH:3][CH:2]=1.CCN(C(C)C)C(C)C.[CH3:43][S:44](Cl)(=[O:46])=[O:45], predict the reaction product. The product is: [CH3:43][S:44]([N:31]1[CH2:32][CH2:33][CH:28]([CH2:27][C:19]2[N:20]3[CH:25]=[CH:24][N:23]=[C:22]([NH2:26])[C:21]3=[C:17]([C:11]3[CH:10]=[C:9]4[C:14]([CH:15]=[CH:16][C:7]([C:1]5[CH:2]=[CH:3][CH:4]=[CH:5][CH:6]=5)=[N:8]4)=[CH:13][CH:12]=3)[N:18]=2)[CH2:29][CH2:30]1)(=[O:46])=[O:45]. (7) The product is: [CH3:1][N:2]([CH3:19])[C:3]([C:5]1[CH:6]=[N:7][C:8]2[C:13]([C:14]=1[O:15][CH3:16])=[CH:12][C:11](/[CH:17]=[C:32]1/[C:33](=[O:35])[N:34]=[C:30]([NH:29][C@@H:27]3[CH2:28][C@H:26]3[C:20]3[CH:21]=[CH:22][CH:23]=[CH:24][CH:25]=3)[S:31]/1)=[CH:10][CH:9]=2)=[O:4]. Given the reactants [CH3:1][N:2]([CH3:19])[C:3]([C:5]1[CH:6]=[N:7][C:8]2[C:13]([C:14]=1[O:15][CH3:16])=[CH:12][C:11]([CH:17]=O)=[CH:10][CH:9]=2)=[O:4].[C:20]1([C@@H:26]2[CH2:28][C@H:27]2[NH:29][C:30]2[S:31][CH2:32][C:33](=[O:35])[N:34]=2)[CH:25]=[CH:24][CH:23]=[CH:22][CH:21]=1, predict the reaction product. (8) Given the reactants [F:1][C:2]1[CH:7]=[C:6]([C:8]([F:11])([F:10])[F:9])[C:5]([C:12]2[CH:17]=[CH:16][C:15]([O:18][CH2:19][CH2:20][C:21]([OH:24])([CH3:23])[CH3:22])=[CH:14][C:13]=2[CH3:25])=[CH:4][C:3]=1[CH2:26][O:27][C:28]1[N:33]=[CH:32][C:31]2[C@@H:34]3[C@@H:37]([C:38]([O:40]CC)=[O:39])[C@@H:35]3[CH2:36][C:30]=2[CH:29]=1.[Li+].[OH-].Cl, predict the reaction product. The product is: [F:1][C:2]1[CH:7]=[C:6]([C:8]([F:11])([F:9])[F:10])[C:5]([C:12]2[CH:17]=[CH:16][C:15]([O:18][CH2:19][CH2:20][C:21]([OH:24])([CH3:22])[CH3:23])=[CH:14][C:13]=2[CH3:25])=[CH:4][C:3]=1[CH2:26][O:27][C:28]1[N:33]=[CH:32][C:31]2[C@@H:34]3[C@@H:37]([C:38]([OH:40])=[O:39])[C@@H:35]3[CH2:36][C:30]=2[CH:29]=1.